Dataset: Full USPTO retrosynthesis dataset with 1.9M reactions from patents (1976-2016). Task: Predict the reactants needed to synthesize the given product. Given the product [C:1]1([S:7]([NH:10][C:11]2[CH:12]=[C:13]([C@@H:17]([OH:38])[CH2:18][NH:19][C:20]([CH3:36])([CH3:37])[CH2:21][CH2:22][N:23]3[C:31]4[C:26](=[CH:27][C:28]([C:32]([O:34][CH2:35][CH2:42][CH2:43][CH3:44])=[O:33])=[CH:29][CH:30]=4)[CH:25]=[CH:24]3)[CH:14]=[CH:15][CH:16]=2)(=[O:9])=[O:8])[CH:6]=[CH:5][CH:4]=[CH:3][CH:2]=1, predict the reactants needed to synthesize it. The reactants are: [C:1]1([S:7]([NH:10][C:11]2[CH:12]=[C:13]([C@@H:17]([OH:38])[CH2:18][NH:19][C:20]([CH3:37])([CH3:36])[CH2:21][CH2:22][N:23]3[C:31]4[C:26](=[CH:27][C:28]([C:32]([O:34][CH3:35])=[O:33])=[CH:29][CH:30]=4)[CH:25]=[CH:24]3)[CH:14]=[CH:15][CH:16]=2)(=[O:9])=[O:8])[CH:6]=[CH:5][CH:4]=[CH:3][CH:2]=1.C[O-].[Na+].[CH2:42](O)[CH2:43][CH2:44]C.